Task: Predict the product of the given reaction.. Dataset: Forward reaction prediction with 1.9M reactions from USPTO patents (1976-2016) (1) Given the reactants [OH:1][C:2]1[CH:3]=[C:4]([CH:14]=[C:15]([O:17][C@H:18]2[CH2:22][CH2:21][O:20][CH2:19]2)[CH:16]=1)[C:5]([NH:7][C:8]1[CH:12]=[CH:11][N:10]([CH3:13])[N:9]=1)=[O:6].[N:23]1([C:27]([C:29]2[CH:30]=[C:31]([Cl:36])[C:32](Cl)=[N:33][CH:34]=2)=[O:28])[CH2:26][CH2:25][CH2:24]1.C(=O)([O-])[O-].[Cs+].[Cs+], predict the reaction product. The product is: [N:23]1([C:27]([C:29]2[CH:30]=[C:31]([Cl:36])[C:32]([O:1][C:2]3[CH:3]=[C:4]([CH:14]=[C:15]([O:17][C@H:18]4[CH2:22][CH2:21][O:20][CH2:19]4)[CH:16]=3)[C:5]([NH:7][C:8]3[CH:12]=[CH:11][N:10]([CH3:13])[N:9]=3)=[O:6])=[N:33][CH:34]=2)=[O:28])[CH2:26][CH2:25][CH2:24]1. (2) Given the reactants [F:1][C:2]1[CH:7]=[CH:6][C:5]([O:8][CH2:9][CH2:10][C:11]([N:13]2[CH2:18][CH2:17][N:16]([C:19]3[CH:26]=[CH:25][CH:24]=[C:23]([C:27]([F:30])([F:29])[F:28])[C:20]=3[CH:21]=O)[CH2:15][CH2:14]2)=[O:12])=[CH:4][CH:3]=1.Cl.[NH2:32][OH:33].C([O-])(=O)C.[Na+], predict the reaction product. The product is: [F:1][C:2]1[CH:3]=[CH:4][C:5]([O:8][CH2:9][CH2:10][C:11]([N:13]2[CH2:18][CH2:17][N:16]([C:19]3[CH:26]=[CH:25][CH:24]=[C:23]([C:27]([F:29])([F:30])[F:28])[C:20]=3[CH:21]=[N:32][OH:33])[CH2:15][CH2:14]2)=[O:12])=[CH:6][CH:7]=1. (3) The product is: [CH2:1]([C:3]1[CH:4]=[CH:5][C:6]([C:9]2[C:13]([CH2:14][O:15][C:16]3[CH:21]=[CH:20][C:19]([CH2:22][CH2:23][C:24]([OH:26])=[O:25])=[C:18]([CH3:29])[C:17]=3[CH3:30])=[C:12]([CH:31]([CH3:32])[CH3:33])[S:11][N:10]=2)=[CH:7][CH:8]=1)[CH3:2]. Given the reactants [CH2:1]([C:3]1[CH:8]=[CH:7][C:6]([C:9]2[C:13]([CH2:14][O:15][C:16]3[CH:21]=[CH:20][C:19]([CH2:22][CH2:23][C:24]([O:26]CC)=[O:25])=[C:18]([CH3:29])[C:17]=3[CH3:30])=[C:12]([CH:31]([CH3:33])[CH3:32])[S:11][N:10]=2)=[CH:5][CH:4]=1)[CH3:2].[Li+].[OH-], predict the reaction product. (4) Given the reactants [CH3:1][C:2]1([NH:7][C:8](=[O:17])[O:9][CH2:10][C:11]2[CH:16]=[CH:15][CH:14]=[CH:13][CH:12]=2)[CH2:5][C:4](=C)[CH2:3]1.[OH2:18].CC1C=CC=C(C)N=1, predict the reaction product. The product is: [CH3:1][C:2]1([NH:7][C:8](=[O:17])[O:9][CH2:10][C:11]2[CH:16]=[CH:15][CH:14]=[CH:13][CH:12]=2)[CH2:5][C:4](=[O:18])[CH2:3]1.